From a dataset of Full USPTO retrosynthesis dataset with 1.9M reactions from patents (1976-2016). Predict the reactants needed to synthesize the given product. (1) Given the product [Cl:1][C:2]1[CH:3]=[CH:4][C:5]([C:8]23[N:22]([C:23]([C:25]4[C:26]([CH3:30])=[N:27][O:28][CH:29]=4)=[O:24])[CH2:21][CH2:20][N:9]2[C:10](=[O:19])[C:11]2[N:12]([C:14]([CH:17]=[O:18])=[CH:15][CH:16]=2)[CH2:13]3)=[CH:6][CH:7]=1, predict the reactants needed to synthesize it. The reactants are: [Cl:1][C:2]1[CH:7]=[CH:6][C:5]([C:8]23[N:22]([C:23]([C:25]4[C:26]([CH3:30])=[N:27][O:28][CH:29]=4)=[O:24])[CH2:21][CH2:20][N:9]2[C:10](=[O:19])[C:11]2[N:12]([C:14]([CH2:17][OH:18])=[CH:15][CH:16]=2)[CH2:13]3)=[CH:4][CH:3]=1. (2) The reactants are: [Cl:1][C:2]1[CH:26]=[C:25]([Cl:27])[C:24]([C:28]2[CH:33]=[CH:32][CH:31]=[CH:30][N:29]=2)=[CH:23][C:3]=1[C:4]([NH:6][C:7]1[N:11]([C:12]2[CH:17]=[CH:16][CH:15]=[CH:14][CH:13]=2)[N:10]=[C:9]([C:18]([O:20]CC)=[O:19])[CH:8]=1)=[O:5].[Li+].[OH-].O.Cl. Given the product [Cl:1][C:2]1[CH:26]=[C:25]([Cl:27])[C:24]([C:28]2[CH:33]=[CH:32][CH:31]=[CH:30][N:29]=2)=[CH:23][C:3]=1[C:4]([NH:6][C:7]1[N:11]([C:12]2[CH:13]=[CH:14][CH:15]=[CH:16][CH:17]=2)[N:10]=[C:9]([C:18]([OH:20])=[O:19])[CH:8]=1)=[O:5], predict the reactants needed to synthesize it. (3) Given the product [F:37][C:28]1[CH:29]=[C:30]([S:33]([CH3:36])(=[O:34])=[O:35])[CH:31]=[CH:32][C:27]=1[N:24]1[CH2:23][CH2:22][N:21]([C:19]([C:10]2[CH:11]=[C:12]([S:15]([CH3:18])(=[O:17])=[O:16])[CH:13]=[CH:14][C:9]=2[OH:8])=[O:20])[CH2:26][CH2:25]1, predict the reactants needed to synthesize it. The reactants are: C([O:8][C:9]1[CH:14]=[CH:13][C:12]([S:15]([CH3:18])(=[O:17])=[O:16])=[CH:11][C:10]=1[C:19]([N:21]1[CH2:26][CH2:25][N:24]([C:27]2[CH:32]=[CH:31][C:30]([S:33]([CH3:36])(=[O:35])=[O:34])=[CH:29][C:28]=2[F:37])[CH2:23][CH2:22]1)=[O:20])C1C=CC=CC=1.C(Cl)(Cl)Cl. (4) The reactants are: [C:1]([O-:4])(=[O:3])[CH3:2].[C:5]([O-:8])(=[O:7])[CH3:6].[C:9]([O-:12])(=[O:11])[CH3:10].C([O-])(=O)C.[Pb+4:17].[Cl:18][C:19]1[CH:20]=[CH:21][C:22]([CH3:28])=[C:23](B(O)O)[CH:24]=1. Given the product [C:1]([O-:4])(=[O:3])[CH3:2].[C:5]([O-:8])(=[O:7])[CH3:6].[C:9]([O-:12])(=[O:11])[CH3:10].[Cl:18][C:19]1[CH:20]=[CH:21][C:22]([CH3:28])=[C:23]([Pb+3:17])[CH:24]=1, predict the reactants needed to synthesize it. (5) The reactants are: [F:1][C:2]1[CH:3]=[CH:4][C:5]([NH:8][C:9](=[O:14])[C:10]([CH3:13])([CH3:12])[CH3:11])=[N:6][CH:7]=1.C([Li])(C)(C)C.C(C1C=CC(S([N:41]=[N+:42]=[N-:43])(=O)=O)=CC=1)CCCCCCCCCCC.[NH4+].[Cl-]. Given the product [N:41]([C:4]1[C:5]([NH:8][C:9](=[O:14])[C:10]([CH3:11])([CH3:13])[CH3:12])=[N:6][CH:7]=[C:2]([F:1])[CH:3]=1)=[N+:42]=[N-:43], predict the reactants needed to synthesize it. (6) Given the product [F:20][CH:18]([F:19])[C:7]1[CH:6]=[C:5]2[C:4]([C:3](=[O:22])[N:25]([NH:34][S:31]([CH3:30])(=[O:33])=[O:32])[C:28](=[O:36])[NH:21]2)=[CH:9][C:8]=1[C:10]1[N:11]([CH:15]([CH3:16])[CH3:17])[N:12]=[CH:13][CH:14]=1, predict the reactants needed to synthesize it. The reactants are: CO[C:3](=[O:22])[C:4]1[CH:9]=[C:8]([C:10]2[N:11]([CH:15]([CH3:17])[CH3:16])[N:12]=[CH:13][CH:14]=2)[C:7]([CH:18]([F:20])[F:19])=[CH:6][C:5]=1[NH2:21].CC[N:25]([CH2:28]C)CC.[CH3:30][S:31]([NH:34]N)(=[O:33])=[O:32].[OH-:36].[Na+]. (7) Given the product [C:38]([N:41]1[CH2:46][CH2:45][N:44]([C:16]2[CH:17]=[C:18]([C:19]3[CH:24]=[CH:23][CH:22]=[CH:21][C:20]=3[O:25][CH3:26])[C:9]3[C:8](=[O:28])[N:7]([CH2:6][C:5]4[CH:4]=[C:3]([C:2]([F:37])([F:36])[F:1])[CH:31]=[C:30]([C:32]([F:35])([F:34])[F:33])[CH:29]=4)[CH2:14][CH2:13][CH2:12][O:11][C:10]=3[N:15]=2)[CH2:43][CH2:42]1)(=[O:40])[CH3:39], predict the reactants needed to synthesize it. The reactants are: [F:1][C:2]([F:37])([F:36])[C:3]1[CH:4]=[C:5]([CH:29]=[C:30]([C:32]([F:35])([F:34])[F:33])[CH:31]=1)[CH2:6][N:7]1[CH2:14][CH2:13][CH2:12][O:11][C:10]2[N:15]=[C:16](Cl)[CH:17]=[C:18]([C:19]3[CH:24]=[CH:23][CH:22]=[CH:21][C:20]=3[O:25][CH3:26])[C:9]=2[C:8]1=[O:28].[C:38]([N:41]1[CH2:46][CH2:45][NH:44][CH2:43][CH2:42]1)(=[O:40])[CH3:39]. (8) Given the product [CH2:8]([C:7]1[C:2]([NH:1][C:27](=[O:29])[CH3:28])=[N:3][C:4]([CH:25]=[CH2:26])=[C:5]([C:15]2[CH:20]=[CH:19][C:18]([O:21][CH3:22])=[CH:17][C:16]=2[CH:23]=[CH2:24])[N:6]=1)[C:9]1[CH:10]=[CH:11][CH:12]=[CH:13][CH:14]=1, predict the reactants needed to synthesize it. The reactants are: [NH2:1][C:2]1[C:7]([CH2:8][C:9]2[CH:14]=[CH:13][CH:12]=[CH:11][CH:10]=2)=[N:6][C:5]([C:15]2[CH:20]=[CH:19][C:18]([O:21][CH3:22])=[CH:17][C:16]=2[CH:23]=[CH2:24])=[C:4]([CH:25]=[CH2:26])[N:3]=1.[C:27](Cl)(=[O:29])[CH3:28].O. (9) Given the product [O:4]1[C:8]2[CH:9]=[CH:10][CH:11]=[C:12]([N:13]3[CH2:18][CH2:17][N:16]([CH2:19][CH2:20][C@H:21]4[CH2:26][CH2:25][C@H:24]([NH:27][C:33]([CH:31]5[CH2:32][CH:29]([Cl:28])[CH2:30]5)=[O:34])[CH2:23][CH2:22]4)[CH2:15][CH2:14]3)[C:7]=2[O:6][CH2:5]1, predict the reactants needed to synthesize it. The reactants are: Cl.Cl.Cl.[O:4]1[C:8]2[CH:9]=[CH:10][CH:11]=[C:12]([N:13]3[CH2:18][CH2:17][N:16]([CH2:19][CH2:20][C@H:21]4[CH2:26][CH2:25][C@H:24]([NH2:27])[CH2:23][CH2:22]4)[CH2:15][CH2:14]3)[C:7]=2[O:6][CH2:5]1.[Cl:28][CH:29]1[CH2:32][CH:31]([C:33](O)=[O:34])[CH2:30]1.